Task: Predict which catalyst facilitates the given reaction.. Dataset: Catalyst prediction with 721,799 reactions and 888 catalyst types from USPTO (1) Reactant: [CH2:1]([P:3]([OH:10])([CH2:5][CH2:6][C:7]([OH:9])=[O:8])=[O:4])[CH3:2].[O-]CCCC.[O-]CCCC.[O-]CCCC.[O-]CCCC.[Ti+4:31]. Product: [Ti+4:31].[CH2:1]([P:3]([OH:10])([CH2:5][CH2:6][C:7]([O-:9])=[O:8])=[O:4])[CH3:2].[CH2:1]([P:3]([CH2:5][CH2:6][C:7]([O-:9])=[O:8])([OH:10])=[O:4])[CH3:2].[CH2:1]([P:3]([CH2:5][CH2:6][C:7]([O-:9])=[O:8])([OH:10])=[O:4])[CH3:2].[CH2:1]([P:3]([CH2:5][CH2:6][C:7]([O-:9])=[O:8])([OH:10])=[O:4])[CH3:2]. The catalyst class is: 11. (2) Reactant: [Cl:1][C:2]1[CH:3]=[C:4]([C@@H:8]2[CH2:12][O:11][C:10](=[O:13])[N:9]2[CH:14]2[CH2:19][CH2:18][N:17]([CH2:20][C:21]3[C:22]([CH3:35])=[N:23][C:24]([O:27][C:28]4[CH:33]=[CH:32][C:31]([OH:34])=[CH:30][CH:29]=4)=[CH:25][CH:26]=3)[CH2:16][CH2:15]2)[CH:5]=[CH:6][CH:7]=1.[H-].[Na+].[C:38]([O:42][C:43](=[O:46])[CH2:44]Br)([CH3:41])([CH3:40])[CH3:39]. Product: [C:38]([O:42][C:43](=[O:46])[CH2:44][O:34][C:31]1[CH:30]=[CH:29][C:28]([O:27][C:24]2[CH:25]=[CH:26][C:21]([CH2:20][N:17]3[CH2:18][CH2:19][CH:14]([N:9]4[C@H:8]([C:4]5[CH:5]=[CH:6][CH:7]=[C:2]([Cl:1])[CH:3]=5)[CH2:12][O:11][C:10]4=[O:13])[CH2:15][CH2:16]3)=[C:22]([CH3:35])[N:23]=2)=[CH:33][CH:32]=1)([CH3:41])([CH3:40])[CH3:39]. The catalyst class is: 1. (3) Reactant: [C:1]([O:5][C:6]([N:8]1[CH2:13][CH2:12][CH:11]([C:14](=[NH:17])[NH:15]O)[CH2:10][CH2:9]1)=[O:7])([CH3:4])([CH3:3])[CH3:2].[C:18]([OH:21])(=[O:20])[CH3:19].C(OC(=O)C)(=O)C. Product: [C:18]([OH:21])(=[O:20])[CH3:19].[C:1]([O:5][C:6]([N:8]1[CH2:13][CH2:12][CH:11]([C:14](=[NH:15])[NH2:17])[CH2:10][CH2:9]1)=[O:7])([CH3:4])([CH3:2])[CH3:3]. The catalyst class is: 45.